Dataset: Reaction yield outcomes from USPTO patents with 853,638 reactions. Task: Predict the reaction yield, written as a fraction of the theoretical maximum amount of product (1.0 means a 100% yield; for example, 0.34 means a 34% yield). (1) The reactants are [O:1]=[C:2]1[C:11]2[C:6](=[CH:7][CH:8]=[CH:9][C:10]=2[C:12]([F:15])([F:14])[F:13])[NH:5][CH:4]=[C:3]1[C:16]([O:18]CC)=[O:17].[OH-].[Na+]. The catalyst is [Pd]. The product is [O:1]=[C:2]1[C:11]2[C:6](=[CH:7][CH:8]=[CH:9][C:10]=2[C:12]([F:15])([F:13])[F:14])[NH:5][CH:4]=[C:3]1[C:16]([OH:18])=[O:17]. The yield is 0.920. (2) The reactants are [CH3:1][O:2][C:3]1[CH:21]=[C:20]([O:22][CH3:23])[CH:19]=[CH:18][C:4]=1[CH2:5][N:6]1[C:14](=[O:15])[C:13]2[C:8](=[CH:9][CH:10]=[CH:11][C:12]=2[OH:16])[C:7]1=[O:17].Cl.[CH3:25][N:26]([CH3:30])[CH2:27][CH2:28]Cl.C(=O)([O-])[O-].[K+].[K+]. The catalyst is CN(C=O)C. The product is [CH3:1][O:2][C:3]1[CH:21]=[C:20]([O:22][CH3:23])[CH:19]=[CH:18][C:4]=1[CH2:5][N:6]1[C:14](=[O:15])[C:13]2[C:8](=[CH:9][CH:10]=[CH:11][C:12]=2[O:16][CH2:28][CH2:27][N:26]([CH3:30])[CH3:25])[C:7]1=[O:17]. The yield is 0.610. (3) The reactants are O[CH2:2][C:3]1([S:6]([NH:9][C:10](=[O:16])[O:11][C:12]([CH3:15])([CH3:14])[CH3:13])(=[O:8])=[O:7])[CH2:5][CH2:4]1.C(N(S(F)(F)[F:23])CC)C. The catalyst is C(Cl)Cl. The product is [F:23][CH2:2][C:3]1([S:6]([NH:9][C:10](=[O:16])[O:11][C:12]([CH3:15])([CH3:14])[CH3:13])(=[O:8])=[O:7])[CH2:5][CH2:4]1. The yield is 0.720.